Dataset: Full USPTO retrosynthesis dataset with 1.9M reactions from patents (1976-2016). Task: Predict the reactants needed to synthesize the given product. (1) The reactants are: Br[C:2]1[CH:3]=[C:4]2[C:9](=[CH:10][CH:11]=1)[N:8]=[CH:7][C:6]([C:12]([CH:14]1[CH2:16][CH2:15]1)=[O:13])=[C:5]2[NH:17][C:18]1[CH:23]=[CH:22][C:21]([CH2:24][CH2:25][N:26]([CH3:28])[CH3:27])=[CH:20][CH:19]=1.[Cl:29][C:30]1[CH:35]=[C:34](B2OC(C)(C)C(C)(C)O2)[CH:33]=[C:32]([Cl:45])[C:31]=1[OH:46]. Given the product [CH:14]1([C:12]([C:6]2[CH:7]=[N:8][C:9]3[C:4]([C:5]=2[NH:17][C:18]2[CH:19]=[CH:20][C:21]([CH2:24][CH2:25][N:26]([CH3:28])[CH3:27])=[CH:22][CH:23]=2)=[CH:3][C:2]([C:34]2[CH:35]=[C:30]([Cl:29])[C:31]([OH:46])=[C:32]([Cl:45])[CH:33]=2)=[CH:11][CH:10]=3)=[O:13])[CH2:16][CH2:15]1, predict the reactants needed to synthesize it. (2) Given the product [CH:22]1[C:31]2[C:26](=[CH:27][CH:28]=[CH:29][CH:30]=2)[CH:25]=[CH:24][C:23]=1[C:32]1[C:33]2[C:38]([C:39]([C:49]3[CH:58]=[CH:57][C:56]4[C:51](=[CH:52][CH:53]=[CH:54][CH:55]=4)[CH:50]=3)=[C:40]3[C:45]=1[CH:44]=[C:43]([C:2]1[CH:7]=[CH:6][C:5]([P:8](=[O:21])([C:15]4[CH:20]=[CH:19][CH:18]=[CH:17][CH:16]=4)[C:9]4[CH:14]=[CH:13][CH:12]=[CH:11][CH:10]=4)=[CH:4][CH:3]=1)[CH:42]=[CH:41]3)=[CH:37][CH:36]=[CH:35][CH:34]=2, predict the reactants needed to synthesize it. The reactants are: Br[C:2]1[CH:7]=[CH:6][C:5]([P:8](=[O:21])([C:15]2[CH:20]=[CH:19][CH:18]=[CH:17][CH:16]=2)[C:9]2[CH:14]=[CH:13][CH:12]=[CH:11][CH:10]=2)=[CH:4][CH:3]=1.[CH:22]1[C:31]2[C:26](=[CH:27][CH:28]=[CH:29][CH:30]=2)[CH:25]=[CH:24][C:23]=1[C:32]1[C:33]2[C:38]([C:39]([C:49]3[CH:58]=[CH:57][C:56]4[C:51](=[CH:52][CH:53]=[CH:54][CH:55]=4)[CH:50]=3)=[C:40]3[C:45]=1[CH:44]=[C:43](B(O)O)[CH:42]=[CH:41]3)=[CH:37][CH:36]=[CH:35][CH:34]=2. (3) Given the product [F:31][C:17]([F:16])([F:30])[C:18]([C:2]1[CH:3]=[C:4]2[C:8](=[CH:9][CH:10]=1)[NH:7][N:6]=[CH:5]2)([C:20]1[C:28]2[C:23](=[CH:24][CH:25]=[CH:26][CH:27]=2)[N:22]([CH3:29])[CH:21]=1)[OH:19], predict the reactants needed to synthesize it. The reactants are: Br[C:2]1[CH:3]=[C:4]2[C:8](=[CH:9][CH:10]=1)[NH:7][N:6]=[CH:5]2.C([Li])CCC.[F:16][C:17]([F:31])([F:30])[C:18]([C:20]1[C:28]2[C:23](=[CH:24][CH:25]=[CH:26][CH:27]=2)[N:22]([CH3:29])[CH:21]=1)=[O:19]. (4) Given the product [CH3:21][CH2:20][CH2:19][CH2:18][C:17]([N:9]([C@H:10]([C:11]([OH:13])=[O:12])[CH:14]([CH3:16])[CH3:15])[CH2:8][C:7]1[CH:6]=[CH:5][C:4]([C:54]2[CH:53]=[CH:52][CH:51]=[CH:50][C:49]=2[C:48]2[NH:44][N:45]=[N:46][N:47]=2)=[CH:24][CH:23]=1)=[O:22], predict the reactants needed to synthesize it. The reactants are: [OH-].[K+].Br[C:4]1[CH:24]=[CH:23][C:7]([CH2:8][N:9]([C:17](=[O:22])[CH2:18][CH2:19][CH2:20][CH3:21])[CH:10]([CH:14]([CH3:16])[CH3:15])[C:11]([OH:13])=[O:12])=[CH:6][CH:5]=1.C1(P(C2C=CC=CC=2)C2C=CC=CC=2)C=CC=CC=1.[N:44]1[NH:45][N:46]=[N:47][C:48]=1[C:49]1[CH:54]=[CH:53][CH:52]=[CH:51][C:50]=1B(O)O. (5) The reactants are: O=[C:2]([C:30]1[CH:35]=[CH:34][CH:33]=[CH:32][CH:31]=1)[CH2:3][NH:4][C:5]([C:7]1[CH:29]=[N:28][C:10]2[O:11][CH2:12][CH2:13][N:14]([S:15]([C:18]3[CH:23]=[CH:22][C:21]([C:24]([F:27])([F:26])[F:25])=[CH:20][CH:19]=3)(=[O:17])=[O:16])[C:9]=2[CH:8]=1)=O.C([O-])(=O)C.[NH4+:40].C([O-])(O)=O.[Na+]. Given the product [C:30]1([C:2]2[NH:40][C:5]([C:7]3[CH:29]=[N:28][C:10]4[O:11][CH2:12][CH2:13][N:14]([S:15]([C:18]5[CH:19]=[CH:20][C:21]([C:24]([F:25])([F:27])[F:26])=[CH:22][CH:23]=5)(=[O:17])=[O:16])[C:9]=4[CH:8]=3)=[N:4][CH:3]=2)[CH:35]=[CH:34][CH:33]=[CH:32][CH:31]=1, predict the reactants needed to synthesize it. (6) Given the product [N:4]1[CH:5]=[CH:6][CH:7]=[C:2]([NH:1][C:18](=[NH:25])[C:19]2[CH:24]=[CH:23][CH:22]=[CH:21][CH:20]=2)[CH:3]=1, predict the reactants needed to synthesize it. The reactants are: [NH2:1][C:2]1[CH:3]=[N:4][CH:5]=[CH:6][CH:7]=1.C[Si]([N-][Si](C)(C)C)(C)C.[Na+].[C:18](#[N:25])[C:19]1[CH:24]=[CH:23][CH:22]=[CH:21][CH:20]=1. (7) The reactants are: [F:1][C:2]1[CH:7]=[CH:6][C:5]([S:8]([NH:11][CH:12]2[CH2:21][CH2:20][C:19]3[C:14](=[CH:15][CH:16]=[CH:17][C:18]=3[CH2:22][CH2:23][CH:24]([OH:29])C(F)(F)F)[CH2:13]2)(=[O:10])=[O:9])=[CH:4][CH:3]=1.FC1C=CC(S(NC2CCC3C(=CC=CC=3CCCO)C2)(=O)=O)=CC=1.[Cr](Cl)([O-])(=O)=O.[NH+]1C=CC=CC=1. Given the product [F:1][C:2]1[CH:7]=[CH:6][C:5]([S:8]([NH:11][CH:12]2[CH2:21][CH2:20][C:19]3[C:14](=[CH:15][CH:16]=[CH:17][C:18]=3[CH2:22][CH2:23][CH:24]=[O:29])[CH2:13]2)(=[O:9])=[O:10])=[CH:4][CH:3]=1, predict the reactants needed to synthesize it. (8) The reactants are: [NH2:1][CH2:2][C:3]1[CH:4]=[C:5]([N:9]2[C:13]([C:14]([NH:16][CH2:17][C:18]3[CH:23]=[CH:22][CH:21]=[CH:20][C:19]=3[O:24][CH3:25])=[O:15])=[CH:12][C:11]([C:26]([F:29])([F:28])[F:27])=[N:10]2)[CH:6]=[CH:7][CH:8]=1.FC1C=CC2NC(=O)N([C:40](=[S:51])[C@H:41]([NH:43][C:44](=[O:50])[O:45][C:46]([CH3:49])([CH3:48])[CH3:47])[CH3:42])C=2C=1. Given the product [CH3:25][O:24][C:19]1[CH:20]=[CH:21][CH:22]=[CH:23][C:18]=1[CH2:17][NH:16][C:14]([C:13]1[N:9]([C:5]2[CH:4]=[C:3]([CH:8]=[CH:7][CH:6]=2)[CH2:2][NH:1][C:40](=[S:51])[C@@H:41]([NH:43][C:44](=[O:50])[O:45][C:46]([CH3:48])([CH3:47])[CH3:49])[CH3:42])[N:10]=[C:11]([C:26]([F:28])([F:29])[F:27])[CH:12]=1)=[O:15], predict the reactants needed to synthesize it.